From a dataset of HIV replication inhibition screening data with 41,000+ compounds from the AIDS Antiviral Screen. Binary Classification. Given a drug SMILES string, predict its activity (active/inactive) in a high-throughput screening assay against a specified biological target. (1) The drug is CCOP(=O)(OCC)c1ccc(O)nc1-c1cccs1. The result is 0 (inactive). (2) The compound is CCC(O)(Cc1ccccc1)C(C(=O)O)c1ccccc1. The result is 0 (inactive).